Regression. Given two drug SMILES strings and cell line genomic features, predict the synergy score measuring deviation from expected non-interaction effect. From a dataset of NCI-60 drug combinations with 297,098 pairs across 59 cell lines. Drug 1: C1=NC2=C(N=C(N=C2N1C3C(C(C(O3)CO)O)O)F)N. Drug 2: CC1=C(C(=CC=C1)Cl)NC(=O)C2=CN=C(S2)NC3=CC(=NC(=N3)C)N4CCN(CC4)CCO. Cell line: SNB-19. Synergy scores: CSS=22.0, Synergy_ZIP=-2.07, Synergy_Bliss=2.29, Synergy_Loewe=-1.04, Synergy_HSA=-0.943.